Regression/Classification. Given a drug SMILES string, predict its toxicity properties. Task type varies by dataset: regression for continuous values (e.g., LD50, hERG inhibition percentage) or binary classification for toxic/non-toxic outcomes (e.g., AMES mutagenicity, cardiotoxicity, hepatotoxicity). Dataset: ld50_zhu. From a dataset of Acute oral toxicity (LD50) regression data from Zhu et al.. (1) The compound is COP(=O)(OC)OC(=CCl)c1ccc(Cl)cc1Cl. The rat oral LD50 is 3.53, given as -log10 of the dose in mol/kg body weight (higher means more acutely toxic). (2) The compound is Nc1c(Cl)cc(C(=O)O)cc1Cl. The rat oral LD50 is 1.65, given as -log10 of the dose in mol/kg body weight (higher means more acutely toxic). (3) The drug is CNC(=O)Oc1cccc2c1OC(C)(C)O2. The rat oral LD50 is 3.75, given as -log10 of the dose in mol/kg body weight (higher means more acutely toxic).